From a dataset of Peptide-MHC class I binding affinity with 185,985 pairs from IEDB/IMGT. Regression. Given a peptide amino acid sequence and an MHC pseudo amino acid sequence, predict their binding affinity value. This is MHC class I binding data. (1) The MHC is H-2-Db with pseudo-sequence H-2-Db. The peptide sequence is NSVKNSSSF. The binding affinity (normalized) is 0.389. (2) The peptide sequence is REVLNVRYM. The MHC is HLA-B18:01 with pseudo-sequence HLA-B18:01. The binding affinity (normalized) is 0.392. (3) The binding affinity (normalized) is 0.0847. The MHC is HLA-B27:05 with pseudo-sequence HLA-B27:05. The peptide sequence is IAQLNRPAM. (4) The peptide sequence is WSADGSSMY. The MHC is HLA-B38:01 with pseudo-sequence HLA-B38:01. The binding affinity (normalized) is 0.0847. (5) The peptide sequence is VRVCACPGR. The MHC is HLA-B08:01 with pseudo-sequence HLA-B08:01. The binding affinity (normalized) is 0.0847. (6) The peptide sequence is LLLIALWNL. The MHC is HLA-B53:01 with pseudo-sequence HLA-B53:01. The binding affinity (normalized) is 0. (7) The peptide sequence is ITLILSNKL. The MHC is HLA-A02:06 with pseudo-sequence HLA-A02:06. The binding affinity (normalized) is 0.447.